This data is from Forward reaction prediction with 1.9M reactions from USPTO patents (1976-2016). The task is: Predict the product of the given reaction. Given the reactants [CH3:1][N:2]1[C:10]([CH2:11][N:12]2[CH2:17][CH2:16][CH:15]([C:18]([OH:21])([CH3:20])[CH3:19])[CH2:14][CH2:13]2)=[N:9][C:8]2[C:3]1=[N:4][C:5]([Sn](CCCC)(CCCC)CCCC)=[N:6][C:7]=2[N:22]1[CH2:27][CH2:26][O:25][CH2:24][CH2:23]1.Br[C:42]1[N:47]2[CH:48]=[CH:49][N:50]=[C:46]2[CH:45]=[CH:44][CH:43]=1, predict the reaction product. The product is: [N:50]1[CH:49]=[CH:48][N:47]2[C:42]([C:5]3[N:4]=[C:3]4[C:8]([N:9]=[C:10]([CH2:11][N:12]5[CH2:13][CH2:14][CH:15]([C:18]([OH:21])([CH3:19])[CH3:20])[CH2:16][CH2:17]5)[N:2]4[CH3:1])=[C:7]([N:22]4[CH2:27][CH2:26][O:25][CH2:24][CH2:23]4)[N:6]=3)=[CH:43][CH:44]=[CH:45][C:46]=12.